This data is from Catalyst prediction with 721,799 reactions and 888 catalyst types from USPTO. The task is: Predict which catalyst facilitates the given reaction. (1) Reactant: [C:1]([NH2:9])(=[S:8])[C:2]1[CH:7]=[CH:6][CH:5]=[CH:4][CH:3]=1.[NH3:10]. Product: [C:2]1([C:1]2[S:8][C:3]3[CH2:4][NH:10][CH2:6][CH2:7][C:2]=3[N:9]=2)[CH:7]=[CH:6][CH:5]=[CH:4][CH:3]=1. The catalyst class is: 3. (2) Reactant: [OH:1][C:2]1[CH:15]=[CH:14][C:5]2[C@H:6]([CH2:9][C:10]([O:12]C)=[O:11])[CH2:7][O:8][C:4]=2[CH:3]=1.C([O-])([O-])=O.[K+].[K+].[F:22][C:23]1[CH:30]=[C:29]([F:31])[CH:28]=[CH:27][C:24]=1[CH2:25]Cl.O. Product: [F:22][C:23]1[CH:30]=[C:29]([F:31])[CH:28]=[CH:27][C:24]=1[CH2:25][O:1][C:2]1[CH:15]=[CH:14][C:5]2[C@H:6]([CH2:9][C:10]([OH:12])=[O:11])[CH2:7][O:8][C:4]=2[CH:3]=1. The catalyst class is: 31. (3) Reactant: [CH3:1][O:2][C:3]1[C:10]([O:11][CH3:12])=[CH:9][C:6]([C:7]#[N:8])=[C:5](O)[CH:4]=1.N[C@@H:15]([C:18]([OH:20])=[O:19])[CH2:16][SH:17].C(=O)(O)[O-].[Na+]. Product: [CH3:1][O:2][C:3]1[C:10]([O:11][CH3:12])=[CH:9][C:6]([C@H:7]2[NH:8][C:15]([C:18]([OH:20])=[O:19])=[CH:16][S:17]2)=[CH:5][CH:4]=1. The catalyst class is: 5. (4) Reactant: [Cl:1][C:2]1[N:7]=[CH:6][C:5]([C:8](=[O:20])[CH2:9][CH2:10][C:11]([C:13]2[CH:14]=[N:15][C:16]([Cl:19])=[CH:17][CH:18]=2)=[O:12])=[CH:4][CH:3]=1.[BH4-].[Na+]. The catalyst class is: 8. Product: [Cl:19][C:16]1[N:15]=[CH:14][C:13]([CH:11]([OH:12])[CH2:10][CH2:9][CH:8]([C:5]2[CH:6]=[N:7][C:2]([Cl:1])=[CH:3][CH:4]=2)[OH:20])=[CH:18][CH:17]=1. (5) Reactant: F[P-](F)(F)(F)(F)F.[N:8]1(O[P+](N(C)C)(N(C)C)N(C)C)[C:12]2C=CC=CC=2N=N1.[F:28][CH:29]([F:45])[C:30]1[C:34]([C:35]([OH:37])=O)=[CH:33][N:32]([C:38]2[N:43]=[CH:42][C:41]([F:44])=[CH:40][N:39]=2)[N:31]=1.[C:46]12(NC)[CH2:55][CH:50]3[CH2:51][CH:52]([CH2:54][CH:48]([CH2:49]3)[CH2:47]1)[CH2:53]2.CC(N(C)C)=O. Product: [C:46]12([CH2:12][NH:8][C:35]([C:34]3[C:30]([CH:29]([F:28])[F:45])=[N:31][N:32]([C:38]4[N:43]=[CH:42][C:41]([F:44])=[CH:40][N:39]=4)[CH:33]=3)=[O:37])[CH2:47][CH:48]3[CH2:49][CH:50]([CH2:51][CH:52]([CH2:54]3)[CH2:53]1)[CH2:55]2. The catalyst class is: 3.